Dataset: Full USPTO retrosynthesis dataset with 1.9M reactions from patents (1976-2016). Task: Predict the reactants needed to synthesize the given product. (1) Given the product [F:40][C:37]1[CH:38]=[CH:39][C:34]([CH2:33][N:12]2[C:13](=[O:32])[C:14]([C:15]3[NH:20][C:19]4[CH:21]=[CH:22][C:23]([NH:25][S:26]([CH3:29])(=[O:27])=[O:28])=[CH:24][C:18]=4[S:17](=[O:31])(=[O:30])[N:16]=3)=[C:4]([OH:5])[CH:6]3[CH2:11][CH2:10][CH2:9][CH2:8][N:7]23)=[CH:35][CH:36]=1, predict the reactants needed to synthesize it. The reactants are: C(O[C:4]([CH:6]1[CH2:11][CH2:10][CH2:9][CH2:8][N:7]1[N:12]([CH2:33][C:34]1[CH:39]=[CH:38][C:37]([F:40])=[CH:36][CH:35]=1)[C:13](=[O:32])[CH2:14][C:15]1[NH:20][C:19]2[CH:21]=[CH:22][C:23]([NH:25][S:26]([CH3:29])(=[O:28])=[O:27])=[CH:24][C:18]=2[S:17](=[O:31])(=[O:30])[N:16]=1)=[O:5])C.[O-]CC.[Na+]. (2) Given the product [C:33]([C:23]1[CH:22]=[C:21]([NH:20][C:18](=[O:19])[NH:17][C:10]2[C:11]3[C:16](=[CH:15][CH:14]=[CH:13][CH:12]=3)[C:7]([C:5]([C:4]3[CH:37]=[CH:38][N:39]=[C:2]([NH:1][C:55](=[O:56])[CH2:54][O:53][CH2:52][CH2:51][O:50][CH3:49])[CH:3]=3)=[O:6])=[CH:8][CH:9]=2)[N:25]([C:26]2[CH:27]=[CH:28][C:29]([CH3:32])=[CH:30][CH:31]=2)[N:24]=1)([CH3:34])([CH3:35])[CH3:36], predict the reactants needed to synthesize it. The reactants are: [NH2:1][C:2]1[CH:3]=[C:4]([CH:37]=[CH:38][N:39]=1)[C:5]([C:7]1[C:16]2[C:11](=[CH:12][CH:13]=[CH:14][CH:15]=2)[C:10]([NH:17][C:18]([NH:20][C:21]2[N:25]([C:26]3[CH:31]=[CH:30][C:29]([CH3:32])=[CH:28][CH:27]=3)[N:24]=[C:23]([C:33]([CH3:36])([CH3:35])[CH3:34])[CH:22]=2)=[O:19])=[CH:9][CH:8]=1)=[O:6].CCN(C(C)C)C(C)C.[CH3:49][O:50][CH2:51][CH2:52][O:53][CH2:54][C:55](Cl)=[O:56]. (3) Given the product [CH3:13][C:8]([C:3]1[CH:4]=[CH:5][CH:6]=[CH:7][C:2]=1[S:1][S:21][C:19]1[CH:20]=[CH:15][CH:16]=[CH:17][N:18]=1)([CH3:14])[CH2:9][C:10]([OH:12])=[O:11], predict the reactants needed to synthesize it. The reactants are: [SH:1][C:2]1[CH:7]=[CH:6][CH:5]=[CH:4][C:3]=1[C:8]([CH3:14])([CH3:13])[CH2:9][C:10]([OH:12])=[O:11].[CH:15]1[CH:20]=[C:19]([S:21][S:21][C:19]2[N:18]=[CH:17][CH:16]=[CH:15][CH:20]=2)[N:18]=[CH:17][CH:16]=1. (4) Given the product [CH2:47]([N:39]([CH2:40][C:41]1[CH:42]=[CH:43][CH:44]=[CH:45][CH:46]=1)[CH:37]1[CH2:38][CH:34]([C:32](=[O:33])[CH2:31][N:22]([C:20]2[N:21]=[C:16]3[CH:15]=[CH:14][N:13]([S:3]([C:6]4[CH:7]=[CH:8][C:9]([CH3:10])=[CH:11][CH:12]=4)(=[O:5])=[O:4])[C:17]3=[N:18][CH:19]=2)[C:23](=[O:29])[O:24][C:25]([CH3:26])([CH3:28])[CH3:27])[CH:35]([CH3:54])[CH2:36]1)[C:48]1[CH:49]=[CH:50][CH:51]=[CH:52][CH:53]=1, predict the reactants needed to synthesize it. The reactants are: [H-].[Na+].[S:3]([N:13]1[C:17]2=[N:18][CH:19]=[C:20]([NH:22][C:23](=[O:29])[O:24][C:25]([CH3:28])([CH3:27])[CH3:26])[N:21]=[C:16]2[CH:15]=[CH:14]1)([C:6]1[CH:12]=[CH:11][C:9]([CH3:10])=[CH:8][CH:7]=1)(=[O:5])=[O:4].Br[CH2:31][C:32]([CH:34]1[CH2:38][CH:37]([N:39]([CH2:47][C:48]2[CH:53]=[CH:52][CH:51]=[CH:50][CH:49]=2)[CH2:40][C:41]2[CH:46]=[CH:45][CH:44]=[CH:43][CH:42]=2)[CH2:36][CH:35]1[CH3:54])=[O:33]. (5) Given the product [BrH:19].[BrH:19].[NH:6]1[CH2:7][CH2:8][CH:9]([NH:12][C:13]2[N:14]=[CH:15][CH:16]=[CH:17][N:18]=2)[CH2:10][CH2:11]1, predict the reactants needed to synthesize it. The reactants are: C(OC([N:6]1[CH2:11][CH2:10][CH:9]([NH:12][C:13]2[N:18]=[CH:17][CH:16]=[CH:15][N:14]=2)[CH2:8][CH2:7]1)=O)C.[BrH:19]. (6) Given the product [CH2:30]([N:28]1[CH:29]=[C:25]([NH:24][C:23]([C:21]2[CH:22]=[C:17]([C:9]3[NH:8][C:16]4[C:11]([CH:10]=3)=[CH:12][CH:13]=[CH:14][CH:15]=4)[C:18](=[O:46])[NH:19][CH:20]=2)=[O:37])[CH:26]=[N:27]1)[C:31]1[CH:32]=[CH:33][CH:34]=[CH:35][CH:36]=1, predict the reactants needed to synthesize it. The reactants are: C(OC([N:8]1[C:16]2[C:11](=[CH:12][CH:13]=[CH:14][CH:15]=2)[CH:10]=[C:9]1[C:17]1[C:18](=[O:46])[N:19](COCC[Si](C)(C)C)[CH:20]=[C:21]([C:23](=[O:37])[NH:24][C:25]2[CH:26]=[N:27][N:28]([CH2:30][C:31]3[CH:36]=[CH:35][CH:34]=[CH:33][CH:32]=3)[CH:29]=2)[CH:22]=1)=O)(C)(C)C.NCCN.[F-].C([N+](CCCC)(CCCC)CCCC)CCC. (7) Given the product [Cl:55][C:52]1[CH:53]=[CH:54][C:49]([C:48]([O:47][CH3:46])=[O:57])=[CH:50][C:51]=1[NH:56][C:14]([C:8]1[C:9](=[O:13])[NH:10][C:11]2[C:6]([CH:7]=1)=[CH:5][C:4]([O:17][CH2:18][CH2:19][O:20][CH3:21])=[C:3]([O:2][CH3:1])[CH:12]=2)=[O:16], predict the reactants needed to synthesize it. The reactants are: [CH3:1][O:2][C:3]1[CH:12]=[C:11]2[C:6]([CH:7]=[C:8]([C:14]([OH:16])=O)[C:9](=[O:13])[NH:10]2)=[CH:5][C:4]=1[O:17][CH2:18][CH2:19][O:20][CH3:21].CN(C(ON1N=NC2C=CC=NC1=2)=[N+](C)C)C.F[P-](F)(F)(F)(F)F.[CH3:46][O:47][C:48](=[O:57])[C:49]1[CH:54]=[CH:53][C:52]([Cl:55])=[C:51]([NH2:56])[CH:50]=1.C(=O)(O)[O-].[Na+].